Dataset: Full USPTO retrosynthesis dataset with 1.9M reactions from patents (1976-2016). Task: Predict the reactants needed to synthesize the given product. (1) Given the product [I:8][C:6]1[CH:5]=[CH:4][N:3]=[C:2]([NH:9][C:10]2[CH:15]=[CH:14][C:13]([S:16]([NH2:19])(=[O:17])=[O:18])=[CH:12][CH:11]=2)[CH:7]=1, predict the reactants needed to synthesize it. The reactants are: F[C:2]1[CH:7]=[C:6]([I:8])[CH:5]=[CH:4][N:3]=1.[NH2:9][C:10]1[CH:15]=[CH:14][C:13]([S:16]([NH2:19])(=[O:18])=[O:17])=[CH:12][CH:11]=1. (2) Given the product [Cl:18][C:19]1[CH:20]=[C:21]([CH:24]=[CH:25][C:26]=1[O:11][CH2:10][CH2:9][N:8]1[C:4]([O:3][CH2:1][CH3:2])=[CH:5][C:6]([C:12]2[CH:17]=[CH:16][CH:15]=[CH:14][CH:13]=2)=[N:7]1)[CH:22]=[O:23], predict the reactants needed to synthesize it. The reactants are: [CH2:1]([O:3][C:4]1[N:8]([CH2:9][CH2:10][OH:11])[N:7]=[C:6]([C:12]2[CH:17]=[CH:16][CH:15]=[CH:14][CH:13]=2)[CH:5]=1)[CH3:2].[Cl:18][C:19]1[CH:20]=[C:21]([CH:24]=[CH:25][C:26]=1O)[CH:22]=[O:23].C1CCN(C(N=NC(N2CCCCC2)=O)=O)CC1.C(P(CCCC)CCCC)CCC. (3) Given the product [F:16][C:2]1([F:1])[C:10]2=[CH:9][C:8]3[N:11]=[C:18]([C:23]4[CH:28]=[CH:27][N:26]=[CH:25][CH:24]=4)[N:12]([CH3:13])[C:7]=3[CH:6]=[C:5]2[C:4]([F:14])([F:15])[O:3]1, predict the reactants needed to synthesize it. The reactants are: [F:1][C:2]1([F:16])[C:10]2[C:5](=[CH:6][C:7]([NH:12][CH3:13])=[C:8]([NH2:11])[CH:9]=2)[C:4]([F:15])([F:14])[O:3]1.O[CH:18]([C:23]1[CH:28]=[CH:27][N:26]=[CH:25][CH:24]=1)S([O-])(=O)=O.[Na+].C(=O)([O-])O.[Na+]. (4) Given the product [NH2:23][C@H:24]1[CH2:29][CH2:28][C@H:27]([NH:30][C:2]2[CH:3]=[C:4]([NH:13][C:14]3[CH:19]=[CH:18][C:17]([O:20][CH2:21][CH3:22])=[CH:16][CH:15]=3)[C:5]3[N:6]([C:8]([CH3:12])=[C:9]([CH3:11])[N:10]=3)[N:7]=2)[CH2:26][CH2:25]1, predict the reactants needed to synthesize it. The reactants are: Cl[C:2]1[CH:3]=[C:4]([NH:13][C:14]2[CH:19]=[CH:18][C:17]([O:20][CH2:21][CH3:22])=[CH:16][CH:15]=2)[C:5]2[N:6]([C:8]([CH3:12])=[C:9]([CH3:11])[N:10]=2)[N:7]=1.[NH2:23][C@H:24]1[CH2:29][CH2:28][C@H:27]([NH2:30])[CH2:26][CH2:25]1. (5) The reactants are: [NH2:1][C:2]1[S:3][CH:4]=[C:5]2[C:10]=1[C:9](=[O:11])[N:8]([C:12]1[CH:17]=[CH:16][C:15]([Cl:18])=[CH:14][CH:13]=1)[N:7]=[C:6]2[C:19]([O:21][CH2:22][CH3:23])=[O:20].[CH:24](O)(C)C. Given the product [NH2:1][C:2]1[S:3][CH:4]=[C:5]2[C:10]=1[C:9](=[O:11])[N:8]([C:12]1[CH:13]=[CH:14][C:15]([Cl:18])=[CH:16][CH:17]=1)[N:7]=[C:6]2[C:19]([O:21][CH:22]([CH3:24])[CH3:23])=[O:20], predict the reactants needed to synthesize it. (6) Given the product [CH2:11]([N:8]([CH2:9][CH3:10])[CH2:7][CH2:6][N:5]([CH2:4][CH:3]=[O:13])[C:31](=[O:32])[CH2:30][CH2:26][C:27]([O:28][CH2:21][CH3:23])=[O:37])[CH3:12], predict the reactants needed to synthesize it. The reactants are: CO[CH:3]([O:13]C)[CH2:4][NH:5][CH2:6][CH2:7][N:8]([CH2:11][CH3:12])[CH2:9][CH3:10].C(N([CH:21]([CH3:23])C)C(C)C)C.C([CH:26]([CH2:30][C:31](Cl)=[O:32])[C:27](Cl)=[O:28])C.FC(F)(F)C(O)=[O:37]. (7) Given the product [C:17]1([C@@H:15]([NH:14][C:12]2[N:13]=[C:8]([C:5]3[CH:4]=[CH:3][C:2]([NH:1][C:26]([CH:23]4[CH2:25][CH2:24]4)=[O:27])=[CH:7][CH:6]=3)[CH:9]=[N:10][CH:11]=2)[CH3:16])[CH:18]=[CH:19][CH:20]=[CH:21][CH:22]=1, predict the reactants needed to synthesize it. The reactants are: [NH2:1][C:2]1[CH:7]=[CH:6][C:5]([C:8]2[N:13]=[C:12]([NH:14][C@H:15]([C:17]3[CH:22]=[CH:21][CH:20]=[CH:19][CH:18]=3)[CH3:16])[CH:11]=[N:10][CH:9]=2)=[CH:4][CH:3]=1.[CH:23]1([C:26](Cl)=[O:27])[CH2:25][CH2:24]1. (8) Given the product [OH:26][C:22]1[CH:21]=[C:20]([C:9]2[CH2:10][CH2:11][CH2:12][C:13]3[CH:18]=[C:17]([OH:19])[CH:16]=[CH:15][C:14]=3[C:8]=2[CH2:7][CH2:6][CH2:5][CH2:4][CH2:3][CH2:2][N:32]([CH2:31][CH2:30][CH2:29][O:28][CH3:27])[CH2:33][CH2:34][CH2:35][S:36]([CH2:38][CH2:39][CH2:40][C:41]([F:47])([F:46])[C:42]([F:43])([F:44])[F:45])=[O:37])[CH:25]=[CH:24][CH:23]=1, predict the reactants needed to synthesize it. The reactants are: Br[CH2:2][CH2:3][CH2:4][CH2:5][CH2:6][CH2:7][C:8]1[C:14]2[CH:15]=[CH:16][C:17]([OH:19])=[CH:18][C:13]=2[CH2:12][CH2:11][CH2:10][C:9]=1[C:20]1[CH:25]=[CH:24][CH:23]=[C:22]([OH:26])[CH:21]=1.[CH3:27][O:28][CH2:29][CH2:30][CH2:31][NH:32][CH2:33][CH2:34][CH2:35][S:36]([CH2:38][CH2:39][CH2:40][C:41]([F:47])([F:46])[C:42]([F:45])([F:44])[F:43])=[O:37].